From a dataset of Reaction yield outcomes from USPTO patents with 853,638 reactions. Predict the reaction yield, written as a fraction of the theoretical maximum amount of product (1.0 means a 100% yield; for example, 0.34 means a 34% yield). (1) The reactants are [F:1][C:2]1[CH:7]=[CH:6][C:5]([CH2:8][NH:9][C@@H:10]2[C@@H:16]3[CH2:17][CH2:18][C@@H:12]([C@@H:13]4[C@H:15]3[CH2:14]4)[C@@H:11]2[C:19](OC)=[O:20])=[CH:4][CH:3]=1.[CH3:23][S:24]([NH:27][C:28]1[CH:43]=[CH:42][C:31]2[NH:32][C:33]([CH2:38][C:39](O)=[O:40])=[N:34][S:35](=[O:37])(=[O:36])[C:30]=2[CH:29]=1)(=[O:26])=[O:25].CN1CCOCC1.Cl.CN(C)CCCN=C=NCC.C(N(CC)CC)C. The catalyst is CN(C)C=O.C(OCC)(=O)C. The product is [F:1][C:2]1[CH:3]=[CH:4][C:5]([CH2:8][N:9]2[C:39](=[O:40])[C:38]([C:33]3[NH:32][C:31]4[CH:42]=[CH:43][C:28]([NH:27][S:24]([CH3:23])(=[O:26])=[O:25])=[CH:29][C:30]=4[S:35](=[O:37])(=[O:36])[N:34]=3)=[C:19]([OH:20])[C@@H:11]3[C@H:10]2[C@@H:16]2[CH2:17][CH2:18][C@H:12]3[C@@H:13]3[C@H:15]2[CH2:14]3)=[CH:6][CH:7]=1. The yield is 0.820. (2) The reactants are [Cl:1][C:2]1[CH:3]=[C:4]([CH2:9][N:10]2[C:14]([CH3:15])=[C:13]([C:16]([NH:18][C:19]3[S:20][C:21]([C:25]([O:27]CC)=[O:26])=[C:22]([CH3:24])[N:23]=3)=[O:17])[N:12]=[N:11]2)[CH:5]=[CH:6][C:7]=1[Cl:8].[OH-].[Na+]. The catalyst is C(O)C. The product is [Cl:1][C:2]1[CH:3]=[C:4]([CH2:9][N:10]2[C:14]([CH3:15])=[C:13]([C:16]([NH:18][C:19]3[S:20][C:21]([C:25]([OH:27])=[O:26])=[C:22]([CH3:24])[N:23]=3)=[O:17])[N:12]=[N:11]2)[CH:5]=[CH:6][C:7]=1[Cl:8]. The yield is 0.920. (3) The reactants are [Cl:1][C:2]1[CH:10]=[CH:9]C(C(Cl)=O)=[CH:4][N:3]=1.[F:11][C:12]1[CH:17]=[CH:16][CH:15]=[C:14]([NH:18][CH:19]([CH3:21])C)[C:13]=1[NH2:22].[CH2:23]1[CH2:27]OC[CH2:24]1. No catalyst specified. The product is [Cl:1][C:2]1[N:3]=[CH:4][C:21]([C:19]2[N:22]([CH2:24][CH2:23][CH3:27])[C:13]3[C:12]([F:11])=[CH:17][CH:16]=[CH:15][C:14]=3[N:18]=2)=[CH:9][CH:10]=1. The yield is 0.790. (4) The reactants are [F:1][C:2]([F:13])([F:12])[C:3]1[CH:11]=[CH:10][C:6]([CH2:7][C:8]#[N:9])=[CH:5][CH:4]=1.Br[CH2:15][CH2:16][O:17][CH2:18][CH2:19]Br.[H-].[Na+]. The catalyst is CN(C=O)C. The product is [F:1][C:2]([F:12])([F:13])[C:3]1[CH:11]=[CH:10][C:6]([C:7]2([C:8]#[N:9])[CH2:19][CH2:18][O:17][CH2:16][CH2:15]2)=[CH:5][CH:4]=1. The yield is 0.870. (5) The reactants are [NH2:1][CH:2]([C:17]([O:19][CH2:20][CH3:21])=[O:18])[CH:3]([N:7]1[CH:11]=[CH:10][C:9]([CH3:12])=[C:8]1[C:13](OC)=[O:14])[O:4][CH2:5][CH3:6]. The catalyst is C1(C)C=CC=CC=1. The product is [CH2:5]([O:4][CH:3]1[N:7]2[CH:11]=[CH:10][C:9]([CH3:12])=[C:8]2[C:13](=[O:14])[NH:1][CH:2]1[C:17]([O:19][CH2:20][CH3:21])=[O:18])[CH3:6]. The yield is 0.100. (6) The reactants are O=S(Cl)[Cl:3].[C:5]1([NH:11][CH2:12][C:13]([OH:15])=[O:14])[CH:10]=[CH:9][CH:8]=[CH:7][CH:6]=1.[CH2:16](O)[CH3:17]. No catalyst specified. The product is [ClH:3].[CH2:16]([O:14][C:13](=[O:15])[CH2:12][NH:11][C:5]1[CH:10]=[CH:9][CH:8]=[CH:7][CH:6]=1)[CH3:17]. The yield is 0.980.